Dataset: NCI-60 drug combinations with 297,098 pairs across 59 cell lines. Task: Regression. Given two drug SMILES strings and cell line genomic features, predict the synergy score measuring deviation from expected non-interaction effect. (1) Drug 1: CC(C1=C(C=CC(=C1Cl)F)Cl)OC2=C(N=CC(=C2)C3=CN(N=C3)C4CCNCC4)N. Drug 2: CC1=C(C=C(C=C1)C(=O)NC2=CC(=CC(=C2)C(F)(F)F)N3C=C(N=C3)C)NC4=NC=CC(=N4)C5=CN=CC=C5. Cell line: SK-OV-3. Synergy scores: CSS=-0.999, Synergy_ZIP=-1.13, Synergy_Bliss=-0.731, Synergy_Loewe=-2.48, Synergy_HSA=-1.76. (2) Drug 1: CN(CC1=CN=C2C(=N1)C(=NC(=N2)N)N)C3=CC=C(C=C3)C(=O)NC(CCC(=O)O)C(=O)O. Drug 2: C1=NNC2=C1C(=O)NC=N2. Cell line: RXF 393. Synergy scores: CSS=9.95, Synergy_ZIP=2.97, Synergy_Bliss=1.47, Synergy_Loewe=-14.4, Synergy_HSA=0.390. (3) Drug 1: CC1=C(C=C(C=C1)C(=O)NC2=CC(=CC(=C2)C(F)(F)F)N3C=C(N=C3)C)NC4=NC=CC(=N4)C5=CN=CC=C5. Synergy scores: CSS=11.8, Synergy_ZIP=-6.66, Synergy_Bliss=-0.237, Synergy_Loewe=-27.4, Synergy_HSA=-6.41. Cell line: SN12C. Drug 2: CC1=C(C(=O)C2=C(C1=O)N3CC4C(C3(C2COC(=O)N)OC)N4)N. (4) Drug 1: CC1OCC2C(O1)C(C(C(O2)OC3C4COC(=O)C4C(C5=CC6=C(C=C35)OCO6)C7=CC(=C(C(=C7)OC)O)OC)O)O. Drug 2: C1CC(=O)NC(=O)C1N2C(=O)C3=CC=CC=C3C2=O. Cell line: HS 578T. Synergy scores: CSS=23.6, Synergy_ZIP=3.22, Synergy_Bliss=5.00, Synergy_Loewe=-6.60, Synergy_HSA=4.95. (5) Drug 1: C1=CC(=CC=C1C#N)C(C2=CC=C(C=C2)C#N)N3C=NC=N3. Drug 2: C1=CC=C(C=C1)NC(=O)CCCCCCC(=O)NO. Cell line: NCI/ADR-RES. Synergy scores: CSS=59.1, Synergy_ZIP=-3.22, Synergy_Bliss=-3.21, Synergy_Loewe=-10.1, Synergy_HSA=0.881. (6) Drug 1: C1=C(C(=O)NC(=O)N1)F. Drug 2: CCC1(CC2CC(C3=C(CCN(C2)C1)C4=CC=CC=C4N3)(C5=C(C=C6C(=C5)C78CCN9C7C(C=CC9)(C(C(C8N6C)(C(=O)OC)O)OC(=O)C)CC)OC)C(=O)OC)O.OS(=O)(=O)O. Cell line: HL-60(TB). Synergy scores: CSS=85.5, Synergy_ZIP=-1.30, Synergy_Bliss=-6.54, Synergy_Loewe=-7.73, Synergy_HSA=-6.52. (7) Drug 1: COC1=NC(=NC2=C1N=CN2C3C(C(C(O3)CO)O)O)N. Drug 2: N.N.Cl[Pt+2]Cl. Cell line: OVCAR-5. Synergy scores: CSS=46.1, Synergy_ZIP=-5.54, Synergy_Bliss=-2.67, Synergy_Loewe=1.48, Synergy_HSA=2.38. (8) Drug 1: CNC(=O)C1=CC=CC=C1SC2=CC3=C(C=C2)C(=NN3)C=CC4=CC=CC=N4. Drug 2: C1=NC2=C(N1)C(=S)N=C(N2)N. Cell line: OVCAR3. Synergy scores: CSS=36.9, Synergy_ZIP=-4.01, Synergy_Bliss=-7.18, Synergy_Loewe=-14.9, Synergy_HSA=-9.14.